From a dataset of Catalyst prediction with 721,799 reactions and 888 catalyst types from USPTO. Predict which catalyst facilitates the given reaction. Reactant: [C:1]([OH:7])([C:3]([F:6])([F:5])[F:4])=[O:2].[Br:8][C:9]1[C:10]([O:19][C@H:20]2[CH2:24][N:23](C(OC(C)(C)C)=O)[C@H:22]([C:32]([OH:34])=[O:33])[CH2:21]2)=[N:11][C:12]2[C:17]([CH:18]=1)=[CH:16][CH:15]=[CH:14][CH:13]=2. Product: [Br:8][C:9]1[C:10]([O:19][C@H:20]2[CH2:24][NH:23][C@H:22]([C:32]([OH:34])=[O:33])[CH2:21]2)=[N:11][C:12]2[C:17]([CH:18]=1)=[CH:16][CH:15]=[CH:14][CH:13]=2.[C:1]([OH:7])([C:3]([F:6])([F:5])[F:4])=[O:2]. The catalyst class is: 2.